From a dataset of Reaction yield outcomes from USPTO patents with 853,638 reactions. Predict the reaction yield, written as a fraction of the theoretical maximum amount of product (1.0 means a 100% yield; for example, 0.34 means a 34% yield). (1) The reactants are [Cl:1][C:2]1[CH:10]=[CH:9][C:8]([NH:11][C:12]([CH:14]2[CH2:16][CH2:15]2)=[O:13])=[C:7]2[C:3]=1[CH2:4][N:5]([CH:18]([C:23]1[CH:28]=[CH:27][C:26]([O:29][CH:30]([F:32])[F:31])=[C:25]([O:33][CH2:34][CH3:35])[CH:24]=1)[CH2:19][C:20]([OH:22])=O)[C:6]2=[O:17].C1N=C[N:38](C(N2C=NC=C2)=O)C=1.[NH4+].[OH-]. The catalyst is C1COCC1. The product is [C:20]([CH2:19][CH:18]([N:5]1[C:6](=[O:17])[C:7]2[C:3](=[C:2]([Cl:1])[CH:10]=[CH:9][C:8]=2[NH:11][C:12]([CH:14]2[CH2:15][CH2:16]2)=[O:13])[CH2:4]1)[C:23]1[CH:28]=[CH:27][C:26]([O:29][CH:30]([F:31])[F:32])=[C:25]([O:33][CH2:34][CH3:35])[CH:24]=1)(=[O:22])[NH2:38]. The yield is 0.200. (2) The reactants are Br[C:2]1[CH:3]=[C:4]2[C:8](=[CH:9][CH:10]=1)[N:7](C1CCCCO1)[N:6]=[C:5]2[C:17]1[CH:22]=[CH:21][C:20]([F:23])=[CH:19][CH:18]=1.C(N(CC)CC)C.C1(C)C=CC=CC=1P(C1C=CC=CC=1C)C1C=CC=CC=1C.[C:53]1([C:59]#[CH:60])[CH:58]=[CH:57][CH:56]=[CH:55][CH:54]=1. The catalyst is C(#N)C. The product is [F:23][C:20]1[CH:19]=[CH:18][C:17]([C:5]2[C:4]3[C:8](=[CH:9][CH:10]=[C:2]([C:60]#[C:59][C:53]4[CH:58]=[CH:57][CH:56]=[CH:55][CH:54]=4)[CH:3]=3)[NH:7][N:6]=2)=[CH:22][CH:21]=1. The yield is 0.320. (3) The reactants are [F:1][C:2]1[CH:7]=[CH:6][C:5]([C:8]2[C:17]3[C:12](=[CH:13][CH:14]=[C:15]([N:18]4[CH2:23][CH2:22][CH2:21][CH2:20][CH2:19]4)[CH:16]=3)[N:11]=[C:10]([CH3:24])[C:9]=2[CH2:25][OH:26])=[CH:4][CH:3]=1.[Cl:27][C:28]1[CH:33]=[CH:32][C:31](O)=[CH:30][CH:29]=1.C1(P(C2C=CC=CC=2)C2C=CC=CC=2)C=CC=CC=1.CC(OC(/N=N/C(OC(C)C)=O)=O)C. The catalyst is C1COCC1. The product is [Cl:27][C:28]1[CH:33]=[CH:32][C:31]([O:26][CH2:25][C:9]2[C:10]([CH3:24])=[N:11][C:12]3[C:17]([C:8]=2[C:5]2[CH:4]=[CH:3][C:2]([F:1])=[CH:7][CH:6]=2)=[CH:16][C:15]([N:18]2[CH2:19][CH2:20][CH2:21][CH2:22][CH2:23]2)=[CH:14][CH:13]=3)=[CH:30][CH:29]=1. The yield is 0.850. (4) The reactants are [N:1]([CH2:4][CH2:5][O:6][CH2:7][CH2:8][O:9][CH2:10][CH2:11][O:12][CH2:13][CH2:14][NH:15][S:16]([C:19]1[CH:24]=[CH:23][CH:22]=[C:21]([CH:25]2[C:34]3[C:29](=[C:30]([Cl:36])[CH:31]=[C:32]([Cl:35])[CH:33]=3)[CH2:28][N:27]([CH3:37])[CH2:26]2)[CH:20]=1)(=[O:18])=[O:17])=[N+]=[N-].O.P(C)(C)C. The catalyst is C1COCC1. The product is [NH2:1][CH2:4][CH2:5][O:6][CH2:7][CH2:8][O:9][CH2:10][CH2:11][O:12][CH2:13][CH2:14][NH:15][S:16]([C:19]1[CH:24]=[CH:23][CH:22]=[C:21]([CH:25]2[C:34]3[C:29](=[C:30]([Cl:36])[CH:31]=[C:32]([Cl:35])[CH:33]=3)[CH2:28][N:27]([CH3:37])[CH2:26]2)[CH:20]=1)(=[O:18])=[O:17]. The yield is 0.580. (5) The reactants are [Cl:1][C:2]1[CH:3]=[C:4]([C:8](=[O:11])[CH2:9][CH3:10])[CH:5]=[CH:6][CH:7]=1.CCN(CC)CC.[Si:19](OS(C(F)(F)F)(=O)=O)([C:22]([CH3:25])([CH3:24])[CH3:23])([CH3:21])[CH3:20]. The catalyst is C(Cl)Cl. The product is [C:22]([Si:19]([O:11]/[C:8](/[C:4]1[CH:5]=[CH:6][CH:7]=[C:2]([Cl:1])[CH:3]=1)=[CH:9]\[CH3:10])([CH3:21])[CH3:20])([CH3:25])([CH3:24])[CH3:23]. The yield is 0.980.